Dataset: Retrosynthesis with 50K atom-mapped reactions and 10 reaction types from USPTO. Task: Predict the reactants needed to synthesize the given product. (1) Given the product CCOC(=O)c1ccc(OCCCN2CCCCC2)cc1, predict the reactants needed to synthesize it. The reactants are: C1CCNCC1.CCOC(=O)c1ccc(OCCCCl)cc1. (2) Given the product C#CC1(O)CCc2c(O)c3c(c(O)c2C1)C(=O)c1ccccc1C3=O, predict the reactants needed to synthesize it. The reactants are: C#C.O=C1CCc2c(O)c3c(c(O)c2C1)C(=O)c1ccccc1C3=O. (3) Given the product CC(C)(C)OC(=O)NCC(C)(C)S(=O)(=O)c1ccccc1Br, predict the reactants needed to synthesize it. The reactants are: CC(C)(C)OC(=O)OC(=O)OC(C)(C)C.CC(C)(CN)S(=O)(=O)c1ccccc1Br. (4) Given the product O=C(CCCc1nnn[nH]1)NC1CCN(C(=O)OCc2cc(Cl)cc(Cl)c2)CC1, predict the reactants needed to synthesize it. The reactants are: COc1ccc(Cn2nnnc2CCCC(=O)NC2CCN(C(=O)OCc3cc(Cl)cc(Cl)c3)CC2)cc1. (5) Given the product CC(C)C[C@H]1C(=O)N[C@H](c2cccs2)CN1C(=O)c1cc(-c2ccc(F)cc2)on1, predict the reactants needed to synthesize it. The reactants are: CC(C)C[C@@H]1NC[C@@H](c2cccs2)NC1=O.O=C(O)c1cc(-c2ccc(F)cc2)on1. (6) Given the product CC(C)(C)OC(=O)N[C@@H](CC(CN=[N+]=[N-])SSC(C)(C)C)C(=O)O, predict the reactants needed to synthesize it. The reactants are: CC(C)(C)OC(=O)OC(=O)OC(C)(C)C.CC(C)(C)SSC(CN=[N+]=[N-])C[C@H](N)C(=O)O. (7) The reactants are: Nc1cc(Nc2cccc(Cl)c2)ncn1.O=C=Nc1ccccc1Cl. Given the product O=C(Nc1cc(Nc2cccc(Cl)c2)ncn1)Nc1ccccc1Cl, predict the reactants needed to synthesize it. (8) Given the product Cc1ccc([N+](=O)[O-])cc1C(=O)c1ccc(Nc2ccc(F)cc2Cl)cc1Cl, predict the reactants needed to synthesize it. The reactants are: Cc1ccc([N+](=O)[O-])cc1C(=O)c1ccc(Br)cc1Cl.Nc1ccc(F)cc1Cl. (9) The reactants are: Cc1cn[nH]c1.Cn1cnc2c(Nc3ccc(Cl)cc3)nc(Cl)nc21. Given the product Cc1cnn(-c2nc(Nc3ccc(Cl)cc3)c3ncn(C)c3n2)c1, predict the reactants needed to synthesize it.